Dataset: Full USPTO retrosynthesis dataset with 1.9M reactions from patents (1976-2016). Task: Predict the reactants needed to synthesize the given product. (1) Given the product [Cl:2][C:3]1[CH:8]=[CH:7][N:6]=[C:5]([N:9]2[CH2:10][CH2:11][N:12]([C:22](=[O:27])[C:23]([CH3:26])([CH3:25])[CH3:24])[CH2:13][CH2:14]2)[CH:4]=1, predict the reactants needed to synthesize it. The reactants are: Cl.[Cl:2][C:3]1[CH:8]=[CH:7][N:6]=[C:5]([N:9]2[CH2:14][CH2:13][NH:12][CH2:11][CH2:10]2)[CH:4]=1.C(N(CC)CC)C.[C:22](Cl)(=[O:27])[C:23]([CH3:26])([CH3:25])[CH3:24]. (2) Given the product [CH3:6][N:7]1[C:11]2[CH:12]=[C:13]([NH2:16])[CH:14]=[CH:15][C:10]=2[N:9]=[C:8]1[CH3:19], predict the reactants needed to synthesize it. The reactants are: O.O.[Sn](Cl)Cl.[CH3:6][N:7]1[C:11]2[CH:12]=[C:13]([N+:16]([O-])=O)[CH:14]=[CH:15][C:10]=2[N:9]=[C:8]1[CH3:19].C(Cl)(Cl)Cl.[OH-].[Na+]. (3) The reactants are: O=[C:2]([CH2:13][C:14]1[CH:19]=[CH:18][CH:17]=[CH:16][N:15]=1)[CH:3]([NH:5][C:6](=[O:12])[O:7][C:8]([CH3:11])([CH3:10])[CH3:9])[CH3:4].[NH2:20][C:21]1[C:26]([CH:27]=O)=[CH:25][N:24]=[CH:23][CH:22]=1.CCO.[OH-].[K+]. Given the product [N:15]1[CH:16]=[CH:17][CH:18]=[CH:19][C:14]=1[C:13]1[C:2]([CH:3]([NH:5][C:6](=[O:12])[O:7][C:8]([CH3:11])([CH3:10])[CH3:9])[CH3:4])=[N:20][C:21]2[C:26]([CH:27]=1)=[CH:25][N:24]=[CH:23][CH:22]=2, predict the reactants needed to synthesize it. (4) Given the product [C:2]([CH2:4][C:5]1[CH:6]=[CH:7][C:8]([CH2:9][C:10]2([CH2:16][N:17]([C@@H:24]3[CH2:26][C@H:25]3[C:27]3[CH:32]=[CH:31][CH:30]=[CH:29][CH:28]=3)[C:18](=[O:23])[C:19]([F:21])([F:22])[F:20])[CH2:15][CH2:14][N:13]([CH2:35][C:37]3([C:40]([O:42][C:43]([CH3:46])([CH3:45])[CH3:44])=[O:41])[CH2:38][CH2:39]3)[CH2:12][CH2:11]2)=[CH:33][CH:34]=1)#[N:3], predict the reactants needed to synthesize it. The reactants are: Cl.[C:2]([CH2:4][C:5]1[CH:34]=[CH:33][C:8]([CH2:9][C:10]2([CH2:16][N:17]([C@@H:24]3[CH2:26][C@H:25]3[C:27]3[CH:32]=[CH:31][CH:30]=[CH:29][CH:28]=3)[C:18](=[O:23])[C:19]([F:22])([F:21])[F:20])[CH2:15][CH2:14][NH:13][CH2:12][CH2:11]2)=[CH:7][CH:6]=1)#[N:3].[CH:35]([C:37]1([C:40]([O:42][C:43]([CH3:46])([CH3:45])[CH3:44])=[O:41])[CH2:39][CH2:38]1)=O.C(O)(=O)C.C(O[BH-](OC(=O)C)OC(=O)C)(=O)C.[Na+]. (5) Given the product [F:5][C:6]1[CH:7]=[CH:8][C:9]([C:12]2[CH:17]=[CH:16][C:15]([C:18]([OH:20])=[O:25])=[CH:14][CH:13]=2)=[CH:10][CH:11]=1, predict the reactants needed to synthesize it. The reactants are: [Cl-].[Al+3].[Cl-].[Cl-].[F:5][C:6]1[CH:11]=[CH:10][C:9]([C:12]2[CH:17]=[CH:16][CH:15]=[CH:14][CH:13]=2)=[CH:8][CH:7]=1.[C:18](Cl)(=[O:20])C.[OH-].[Na+].[Mn]([O-])(=O)(=O)=[O:25].[K+].